This data is from Forward reaction prediction with 1.9M reactions from USPTO patents (1976-2016). The task is: Predict the product of the given reaction. (1) Given the reactants [Cl:1][C:2]1[CH:3]=[C:4]([N:8]2[C:12]([CH2:13][NH2:14])=[CH:11][C:10]([CH:15]3[CH2:17][CH2:16]3)=[N:9]2)[CH:5]=[CH:6][CH:7]=1.C(N(C(C)C)C(C)C)C.[F:27][C:28]1[CH:29]=[C:30]([NH:40][C:41](=O)[O:42]C2C=CC=CC=2)[CH:31]=[N:32][C:33]=1[CH2:34][CH2:35][S:36]([CH3:39])(=[O:38])=[O:37], predict the reaction product. The product is: [Cl:1][C:2]1[CH:3]=[C:4]([N:8]2[C:12]([CH2:13][NH:14][C:41]([NH:40][C:30]3[CH:31]=[N:32][C:33]([CH2:34][CH2:35][S:36]([CH3:39])(=[O:37])=[O:38])=[C:28]([F:27])[CH:29]=3)=[O:42])=[CH:11][C:10]([CH:15]3[CH2:16][CH2:17]3)=[N:9]2)[CH:5]=[CH:6][CH:7]=1. (2) The product is: [NH2:7][CH:6]([CH2:5][O:4][C:3]1[CH:12]=[C:13]([Cl:35])[C:14]([C:16]2[O:17][C:18]([C:21]3[N:22]=[C:23]4[C:28]([Cl:29])=[CH:27][C:26]([C:30]([F:32])([F:31])[F:33])=[CH:25][N:24]4[CH:34]=3)=[N:19][N:20]=2)=[CH:15][C:2]=1[Cl:1])[CH2:10][OH:9]. Given the reactants [Cl:1][C:2]1[CH:15]=[C:14]([C:16]2[O:17][C:18]([C:21]3[N:22]=[C:23]4[C:28]([Cl:29])=[CH:27][C:26]([C:30]([F:33])([F:32])[F:31])=[CH:25][N:24]4[CH:34]=3)=[N:19][N:20]=2)[C:13]([Cl:35])=[CH:12][C:3]=1[O:4][CH2:5][CH:6]1[CH2:10][O:9]C(=O)[NH:7]1, predict the reaction product. (3) Given the reactants [Cl:1][C:2]1[CH:3]=[C:4]2[C:8](=[CH:9][CH:10]=1)[NH:7][CH:6]=[C:5]2[CH2:11][CH2:12][NH:13][C:14](=[O:22])[C:15]1[CH:20]=[CH:19][CH:18]=[C:17](I)[CH:16]=1.B(O)(O)[C:24]1[CH:25]=[CH:26][C:27]([CH3:30])=[CH:28][CH:29]=1.C(=O)([O-])[O-].[Na+].[Na+], predict the reaction product. The product is: [Cl:1][C:2]1[CH:3]=[C:4]2[C:8](=[CH:9][CH:10]=1)[NH:7][CH:6]=[C:5]2[CH2:11][CH2:12][NH:13][C:14]([C:15]1[CH:16]=[C:17]([C:24]2[CH:29]=[CH:28][C:27]([CH3:30])=[CH:26][CH:25]=2)[CH:18]=[CH:19][CH:20]=1)=[O:22]. (4) Given the reactants [NH2:1][C:2]1[CH:3]=[C:4]([O:10][CH3:11])[C:5]([Cl:9])=[C:6]([OH:8])[CH:7]=1.Br[CH2:13][CH2:14][O:15][CH2:16][CH2:17][O:18][CH2:19][CH2:20][O:21][CH3:22].[I-].[Na+].C([O-])([O-])=O.[K+].[K+], predict the reaction product. The product is: [Cl:9][C:5]1[C:6]([O:8][CH2:13][CH2:14][O:15][CH2:16][CH2:17][O:18][CH2:19][CH2:20][O:21][CH3:22])=[CH:7][C:2]([NH2:1])=[CH:3][C:4]=1[O:10][CH3:11]. (5) Given the reactants C([N:8]([CH2:14][CH2:15][CH2:16][O:17][C:18]1[CH:23]=[CH:22][C:21]([CH2:24][C:25]2[C:26]([O:33][C@@H:34]3[O:42][C@H:41]([CH2:43][OH:44])[C@@H:39]([OH:40])[C@H:37]([OH:38])[C@H:35]3[OH:36])=[N:27][NH:28][C:29]=2[CH:30]([CH3:32])[CH3:31])=[C:20]([CH3:45])[CH:19]=1)[CH2:9][CH2:10][C:11](=[O:13])[NH2:12])C1C=CC=CC=1, predict the reaction product. The product is: [C:11]([CH2:10][CH2:9][NH:8][CH2:14][CH2:15][CH2:16][O:17][C:18]1[CH:23]=[CH:22][C:21]([CH2:24][C:25]2[C:26]([O:33][C@@H:34]3[O:42][C@H:41]([CH2:43][OH:44])[C@@H:39]([OH:40])[C@H:37]([OH:38])[C@H:35]3[OH:36])=[N:27][NH:28][C:29]=2[CH:30]([CH3:32])[CH3:31])=[C:20]([CH3:45])[CH:19]=1)(=[O:13])[NH2:12]. (6) Given the reactants [OH:1][CH2:2][CH2:3][O:4][CH2:5][CH2:6][O:7][CH2:8][CH2:9][O:10][CH2:11][CH2:12][C:13]([O:15][C:16]([CH3:19])([CH3:18])[CH3:17])=[O:14].[C:20]1(C)[C:21]([S:26](Cl)(=[O:28])=[O:27])=[CH:22][CH:23]=[CH:24][CH:25]=1.N1C=CC=C[CH:32]=1, predict the reaction product. The product is: [S:26]([O:1][CH2:2][CH2:3][O:4][CH2:5][CH2:6][O:7][CH2:8][CH2:9][O:10][CH2:11][CH2:12][C:13]([O:15][C:16]([CH3:19])([CH3:18])[CH3:17])=[O:14])([C:21]1[CH:20]=[CH:25][C:24]([CH3:32])=[CH:23][CH:22]=1)(=[O:27])=[O:28]. (7) Given the reactants [Br:1][C:2]1[CH:3]=[C:4]2[CH:13]=[C:12]([Si](C)(C)C)[NH:11][C:5]2=[N:6][C:7]=1[CH:8]1[CH2:10][CH2:9]1.Cl.[OH-].[Na+], predict the reaction product. The product is: [Br:1][C:2]1[CH:3]=[C:4]2[CH:13]=[CH:12][NH:11][C:5]2=[N:6][C:7]=1[CH:8]1[CH2:9][CH2:10]1. (8) Given the reactants C(=[N:14][NH:15][C:16]1[CH:21]=[CH:20][C:19]([S:22]([NH:25][CH2:26][CH2:27][N:28]2[CH2:33][CH2:32][O:31][CH2:30][CH2:29]2)(=[O:24])=[O:23])=[C:18]([CH3:34])[CH:17]=1)(C1C=CC=CC=1)C1C=CC=CC=1.[CH3:35][C:36]([CH3:43])([CH3:42])[C:37](=O)[CH2:38][C:39]#[N:40].Cl, predict the reaction product. The product is: [NH2:40][C:39]1[N:15]([C:16]2[CH:21]=[CH:20][C:19]([S:22]([NH:25][CH2:26][CH2:27][N:28]3[CH2:33][CH2:32][O:31][CH2:30][CH2:29]3)(=[O:24])=[O:23])=[C:18]([CH3:34])[CH:17]=2)[N:14]=[C:37]([C:36]([CH3:43])([CH3:42])[CH3:35])[CH:38]=1.